From a dataset of Full USPTO retrosynthesis dataset with 1.9M reactions from patents (1976-2016). Predict the reactants needed to synthesize the given product. (1) The reactants are: [CH3:1][O:2][C:3]([C:5]1[C:6]([NH2:15])=[C:7](Br)[CH:8]=[C:9]2[C:13]=1[NH:12][N:11]=[CH:10]2)=[O:4].C(OCC)(=O)C.C(OC)(C)(C)C.[CH3:28][N:29](C)C=O. Given the product [CH3:1][O:2][C:3]([C:5]1[C:6]([NH2:15])=[C:7]([C:28]#[N:29])[CH:8]=[C:9]2[C:13]=1[NH:12][N:11]=[CH:10]2)=[O:4], predict the reactants needed to synthesize it. (2) Given the product [C:32]([O:31][C:29](=[O:30])[N:13]([CH2:12][CH2:11][CH:10]([C:6]1[CH:5]=[C:4]2[C:9](=[CH:8][CH:7]=1)[NH:1][CH:2]=[CH:3]2)[C:15]1[CH:16]=[CH:17][CH:18]=[CH:19][CH:20]=1)[CH3:14])([CH3:33])([CH3:34])[CH3:35], predict the reactants needed to synthesize it. The reactants are: [NH:1]1[C:9]2[C:4](=[CH:5][C:6]([CH:10]([C:15]3[CH:20]=[CH:19][CH:18]=[CH:17][CH:16]=3)[CH2:11][CH2:12][NH:13][CH3:14])=[CH:7][CH:8]=2)[CH:3]=[CH:2]1.O([C:29]([O:31][C:32]([CH3:35])([CH3:34])[CH3:33])=[O:30])[C:29]([O:31][C:32]([CH3:35])([CH3:34])[CH3:33])=[O:30].[OH-].[Na+]. (3) Given the product [OH:1][CH2:2][C@H:3]([NH:14][C:15]([C:17]1[C:26]2[O:25][CH2:24][CH2:23][O:22][C:21]=2[CH:20]=[C:19]([C:40]2[CH:41]=[CH:42][C:37]([C:28]3[CH:33]=[CH:32][CH:31]=[CH:30][CH:29]=3)=[CH:38][CH:39]=2)[CH:18]=1)=[O:16])[CH2:4][C:5]1[C:13]2[C:8](=[CH:9][CH:10]=[CH:11][CH:12]=2)[NH:7][CH:6]=1, predict the reactants needed to synthesize it. The reactants are: [OH:1][CH2:2][C@H:3]([NH:14][C:15]([C:17]1[C:26]2[O:25][CH2:24][CH2:23][O:22][C:21]=2[CH:20]=[C:19](Br)[CH:18]=1)=[O:16])[CH2:4][C:5]1[C:13]2[C:8](=[CH:9][CH:10]=[CH:11][CH:12]=2)[NH:7][CH:6]=1.[C:28]1([C:37]2[CH:42]=[CH:41][CH:40]=[CH:39][CH:38]=2)[CH:33]=[CH:32][C:31](B(O)O)=[CH:30][CH:29]=1.C([O-])([O-])=O.[K+].[K+]. (4) Given the product [C:1]([O:5][C:6]([N:8]1[CH2:9][CH2:10][CH:11]([C:14](=[O:16])[CH2:36][C:37]([O:38][CH2:39][CH3:35])=[O:23])[CH2:12][CH2:13]1)=[O:7])([CH3:2])([CH3:3])[CH3:4], predict the reactants needed to synthesize it. The reactants are: [C:1]([O:5][C:6]([N:8]1[CH2:13][CH2:12][CH:11]([C:14]([OH:16])=O)[CH2:10][CH2:9]1)=[O:7])([CH3:4])([CH3:3])[CH3:2].C1N=CN(C(N2C=NC=C2)=[O:23])C=1.C([Mg]Cl)(C)C.Cl.[CH2:35]1[CH2:39][O:38][CH2:37][CH2:36]1.